Task: Predict the reactants needed to synthesize the given product.. Dataset: Full USPTO retrosynthesis dataset with 1.9M reactions from patents (1976-2016) (1) The reactants are: [CH2:1]([O:5][C:6]1[C:7](=[O:18])[O:8][C:9]2[C:16]([OH:17])=[CH:15][CH:14]=[CH:13][C:10]=2[C:11]=1[OH:12])[CH2:2][CH2:3][CH3:4].Br[CH2:20][CH2:21][C:22]([O:24][CH2:25][CH3:26])=[O:23]. Given the product [CH2:1]([O:5][C:6]1[C:7](=[O:18])[O:8][C:9]2[C:16]([O:17][CH2:20][CH2:21][C:22]([O:24][CH2:25][CH3:26])=[O:23])=[CH:15][CH:14]=[CH:13][C:10]=2[C:11]=1[OH:12])[CH2:2][CH2:3][CH3:4], predict the reactants needed to synthesize it. (2) Given the product [CH:39]1([O:38][C:30]2[CH:29]=[C:28]([C:11]3[NH:10][C:14]4[CH:15]=[N:16][NH:17][C:18](=[O:19])[C:13]=4[C:12]=3[CH2:20][C:21]3[CH:26]=[CH:25][CH:24]=[CH:23][C:22]=3[F:27])[CH:33]=[CH:32][C:31]=2[O:34][CH:35]([F:37])[F:36])[CH2:41][CH2:40]1, predict the reactants needed to synthesize it. The reactants are: C(OC[N:10]1[C:14]2[CH:15]=[N:16][NH:17][C:18](=[O:19])[C:13]=2[C:12]([CH2:20][C:21]2[CH:26]=[CH:25][CH:24]=[CH:23][C:22]=2[F:27])=[C:11]1[C:28]1[CH:33]=[CH:32][C:31]([O:34][CH:35]([F:37])[F:36])=[C:30]([O:38][CH:39]2[CH2:41][CH2:40]2)[CH:29]=1)C1C=CC=CC=1.Cl.[H][H]. (3) Given the product [F:18][C:16]1[CH:17]=[C:12]([C:10]2([CH3:11])[N:6]([CH2:5][C:4]([OH:28])=[O:3])[C:7](=[O:27])[N:8]([C:21]3[CH:26]=[CH:25][CH:24]=[CH:23][N:22]=3)[C:9]2=[O:20])[CH:13]=[C:14]([F:19])[CH:15]=1, predict the reactants needed to synthesize it. The reactants are: C([O:3][C:4](=[O:28])[CH2:5][N:6]1[C:10]([C:12]2[CH:17]=[C:16]([F:18])[CH:15]=[C:14]([F:19])[CH:13]=2)([CH3:11])[C:9](=[O:20])[N:8]([C:21]2[CH:26]=[CH:25][CH:24]=[CH:23][N:22]=2)[C:7]1=[O:27])C.[OH-].[Na+]. (4) Given the product [CH3:32][O:31][C:28]([C:2]1[CH:7]=[N:6][C:5]([NH2:8])=[C:4]([C:9]2[CH:14]=[CH:13][C:12]([F:15])=[CH:11][CH:10]=2)[N:3]=1)=[O:30], predict the reactants needed to synthesize it. The reactants are: Br[C:2]1[N:3]=[C:4]([C:9]2[CH:14]=[CH:13][C:12]([F:15])=[CH:11][CH:10]=2)[C:5]([NH2:8])=[N:6][CH:7]=1.ClCCl.C(N(CC)CC)C.[C]=O.[C:28]([O:31][CH2:32]C)(=[O:30])C. (5) Given the product [CH3:13][O:12][C:9]1[CH:10]=[C:11]2[C:6](=[CH:7][C:8]=1[O:14][CH3:15])[N:5]=[CH:4][N:3]=[C:2]2[O:16][C:17]1[CH:30]=[CH:29][C:20]2[C:21]([C:25]([NH:27][CH3:28])=[O:26])=[C:22]([CH3:24])[O:23][C:19]=2[CH:18]=1, predict the reactants needed to synthesize it. The reactants are: Cl[C:2]1[C:11]2[C:6](=[CH:7][C:8]([O:14][CH3:15])=[C:9]([O:12][CH3:13])[CH:10]=2)[N:5]=[CH:4][N:3]=1.[OH:16][C:17]1[CH:30]=[CH:29][C:20]2[C:21]([C:25]([NH:27][CH3:28])=[O:26])=[C:22]([CH3:24])[O:23][C:19]=2[CH:18]=1.C([O-])([O-])=O.[K+].[K+]. (6) Given the product [N:3]1([C:13]2[C:22]3[C:17](=[CH:18][CH:19]=[CH:20][CH:21]=3)[N:16]=[C:15]([C:23]3[CH:28]=[CH:27][CH:26]=[CH:25][CH:24]=3)[CH:14]=2)[C:11]2[C:6](=[CH:7][CH:8]=[CH:9][CH:10]=2)[CH:5]=[CH:4]1, predict the reactants needed to synthesize it. The reactants are: [H-].[Na+].[NH:3]1[C:11]2[C:6](=[CH:7][CH:8]=[CH:9][CH:10]=2)[CH:5]=[CH:4]1.Cl[C:13]1[C:22]2[C:17](=[CH:18][CH:19]=[CH:20][CH:21]=2)[N:16]=[C:15]([C:23]2[CH:28]=[CH:27][CH:26]=[CH:25][CH:24]=2)[CH:14]=1. (7) Given the product [CH2:1]([N:8]([C:12]1[C:13]2[CH2:34][N:33]([CH3:35])[CH2:32][CH2:31][C:14]=2[N:15]=[C:16]([NH:18][C:19]2[CH:24]=[CH:23][C:22]([N:25]3[CH:29]=[CH:28][N:27]=[C:26]3[CH3:30])=[CH:21][CH:20]=2)[N:17]=1)[CH2:9][CH2:10][OH:11])[C:2]1[CH:3]=[CH:4][CH:5]=[CH:6][CH:7]=1, predict the reactants needed to synthesize it. The reactants are: [CH2:1]([N:8]([C:12]1[C:13]2[CH2:34][NH:33][CH2:32][CH2:31][C:14]=2[N:15]=[C:16]([NH:18][C:19]2[CH:24]=[CH:23][C:22]([N:25]3[CH:29]=[CH:28][N:27]=[C:26]3[CH3:30])=[CH:21][CH:20]=2)[N:17]=1)[CH2:9][CH2:10][OH:11])[C:2]1[CH:7]=[CH:6][CH:5]=[CH:4][CH:3]=1.[C:35](O)(=O)C.C=O.C([BH3-])#N.[Na+]. (8) Given the product [C:29]([C:2]1[CH:3]=[CH:4][CH:5]=[C:6]2[C:11]=1[N:10]=[C:9]([C@@H:12]([NH:15][C:16](=[O:22])[O:17][C:18]([CH3:19])([CH3:21])[CH3:20])[CH2:13][CH3:14])[N:8]([C:23]1[CH:27]=[CH:26][NH:25][N:24]=1)[C:7]2=[O:28])#[N:30], predict the reactants needed to synthesize it. The reactants are: I[C:2]1[CH:3]=[CH:4][CH:5]=[C:6]2[C:11]=1[N:10]=[C:9]([C@@H:12]([NH:15][C:16](=[O:22])[O:17][C:18]([CH3:21])([CH3:20])[CH3:19])[CH2:13][CH3:14])[N:8]([C:23]1[CH:27]=[CH:26][NH:25][N:24]=1)[C:7]2=[O:28].[CH3:29][N:30]1C(=O)CCC1. (9) Given the product [C:11]1([CH2:21][CH2:22][O:23][CH2:24][CH2:25][S:26][CH2:27][CH2:28][CH:29]=[O:30])[C:20]2[C:15](=[CH:16][CH:17]=[CH:18][CH:19]=2)[CH:14]=[CH:13][CH:12]=1, predict the reactants needed to synthesize it. The reactants are: C(Cl)(=O)C(Cl)=O.CS(C)=O.[C:11]1([CH2:21][CH2:22][O:23][CH2:24][CH2:25][S:26][CH2:27][CH2:28][CH2:29][OH:30])[C:20]2[C:15](=[CH:16][CH:17]=[CH:18][CH:19]=2)[CH:14]=[CH:13][CH:12]=1.C(N(CC)CC)C.